From a dataset of Full USPTO retrosynthesis dataset with 1.9M reactions from patents (1976-2016). Predict the reactants needed to synthesize the given product. (1) Given the product [F:1][C:2]1[CH:3]=[CH:4][C:5]([N:8]2[C:16]3[C:11](=[CH:12][C:13]([CH:17]([C:23]4[CH:24]=[CH:25][CH:26]=[CH:27][CH:28]=4)[CH2:18][C:19]([O:21][CH3:22])=[O:20])=[CH:14][CH:15]=3)[CH:10]=[N:9]2)=[CH:6][CH:7]=1, predict the reactants needed to synthesize it. The reactants are: [F:1][C:2]1[CH:7]=[CH:6][C:5]([N:8]2[C:16]3[C:11](=[CH:12][C:13](/[C:17](/[C:23]4[CH:28]=[CH:27][CH:26]=[CH:25][CH:24]=4)=[CH:18]/[C:19]([O:21][CH3:22])=[O:20])=[CH:14][CH:15]=3)[CH:10]=[N:9]2)=[CH:4][CH:3]=1. (2) Given the product [F:1][C:2]1[CH:3]=[CH:4][C:5]([C:8]2[C:18]([C:21](=[O:23])[CH3:22])=[C:11]3[CH:12]=[CH:13][C:14]([C:16]#[N:17])=[CH:15][N:10]3[N:9]=2)=[CH:6][CH:7]=1, predict the reactants needed to synthesize it. The reactants are: [F:1][C:2]1[CH:7]=[CH:6][C:5]([C:8]2[CH:18]=[C:11]3[CH:12]=[CH:13][C:14]([C:16]#[N:17])=[CH:15][N:10]3[N:9]=2)=[CH:4][CH:3]=1.[OH-].[Na+].[C:21](OC(=O)C)(=[O:23])[CH3:22]. (3) The reactants are: [Cl:1][C:2]1[CH:7]=[CH:6][C:5]([C:8]2([OH:34])[CH2:13][CH2:12][N:11]([CH2:14][CH2:15][CH:16]=[C:17]3[C:27]4[C:22](=[N:23][CH:24]=[CH:25][CH:26]=4)[O:21][C:20]4[CH:28]=[CH:29][C:30]([CH:32]=[CH2:33])=[CH:31][C:19]=4[CH2:18]3)[CH2:10][CH2:9]2)=[CH:4][CH:3]=1. Given the product [Cl:1][C:2]1[CH:7]=[CH:6][C:5]([C:8]2([OH:34])[CH2:13][CH2:12][N:11]([CH2:14][CH2:15][CH:16]=[C:17]3[C:27]4[C:22](=[N:23][CH:24]=[CH:25][CH:26]=4)[O:21][C:20]4[CH:28]=[CH:29][C:30]([CH2:32][CH3:33])=[CH:31][C:19]=4[CH2:18]3)[CH2:10][CH2:9]2)=[CH:4][CH:3]=1, predict the reactants needed to synthesize it.